This data is from Forward reaction prediction with 1.9M reactions from USPTO patents (1976-2016). The task is: Predict the product of the given reaction. (1) Given the reactants [CH2:1]([NH2:8])[C:2]1[CH:7]=[CH:6][CH:5]=[CH:4][CH:3]=1.[C:9]([N:16]1[CH2:21][CH2:20][C:19](=O)[CH2:18][CH2:17]1)([O:11][C:12]([CH3:15])([CH3:14])[CH3:13])=[O:10], predict the reaction product. The product is: [C:12]([O:11][C:9]([N:16]1[CH2:21][CH2:20][CH:19]([NH:8][CH2:1][C:2]2[CH:7]=[CH:6][CH:5]=[CH:4][CH:3]=2)[CH2:18][CH2:17]1)=[O:10])([CH3:15])([CH3:13])[CH3:14]. (2) Given the reactants [Cl:1][C:2]1[CH:24]=[C:23]([Cl:25])[C:22]([C:26]2[CH:31]=[CH:30][CH:29]=[CH:28][N:27]=2)=[CH:21][C:3]=1[C:4]([NH:6][C:7]1[N:11]([C:12]2[CH:17]=[CH:16][CH:15]=[CH:14][CH:13]=2)[N:10]=[C:9]([C:18]([OH:20])=O)[CH:8]=1)=[O:5].[CH3:32][C:33]1[C:37]([NH2:38])=[C:36]([CH3:39])[NH:35][N:34]=1.CCN(C(C)C)C(C)C.F[P-](F)(F)(F)(F)F.CN(C(N(C)C)=[N+]1C2C(=NC=CC=2)[N+]([O-])=N1)C, predict the reaction product. The product is: [Cl:1][C:2]1[CH:24]=[C:23]([Cl:25])[C:22]([C:26]2[CH:31]=[CH:30][CH:29]=[CH:28][N:27]=2)=[CH:21][C:3]=1[C:4]([NH:6][C:7]1[N:11]([C:12]2[CH:17]=[CH:16][CH:15]=[CH:14][CH:13]=2)[N:10]=[C:9]([C:18]([NH:38][C:37]2[C:33]([CH3:32])=[N:34][NH:35][C:36]=2[CH3:39])=[O:20])[CH:8]=1)=[O:5]. (3) Given the reactants Cl.[N:2]1([C:8]2[CH:15]=[CH:14][C:11]([C:12]#[N:13])=[CH:10][CH:9]=2)[CH2:7][CH2:6][NH:5][CH2:4][CH2:3]1.[C:16]1([C:22]([C:26]2[CH:31]=[CH:30][CH:29]=[CH:28][CH:27]=2)=[CH:23][CH:24]=O)[CH:21]=[CH:20][CH:19]=[CH:18][CH:17]=1.C(N(C(C)C)CC)(C)C.C([BH3-])#N, predict the reaction product. The product is: [C:16]1([C:22]([C:26]2[CH:27]=[CH:28][CH:29]=[CH:30][CH:31]=2)=[CH:23][CH2:24][N:5]2[CH2:6][CH2:7][N:2]([C:8]3[CH:9]=[CH:10][C:11]([C:12]#[N:13])=[CH:14][CH:15]=3)[CH2:3][CH2:4]2)[CH:21]=[CH:20][CH:19]=[CH:18][CH:17]=1.